From a dataset of Forward reaction prediction with 1.9M reactions from USPTO patents (1976-2016). Predict the product of the given reaction. The product is: [CH3:22][C:8]1[N:9]([CH2:16][C:17]([O:19][CH2:20][CH3:21])=[O:18])[C:10]2[C:15]([C:7]=1[CH2:6][C:5]1[CH:4]=[CH:3][C:2]([NH:1][C:38](=[O:39])[C:37]3[CH:41]=[CH:42][C:34]([C:33]([F:32])([F:43])[F:44])=[CH:35][CH:36]=3)=[CH:24][CH:23]=1)=[CH:14][CH:13]=[CH:12][CH:11]=2. Given the reactants [NH2:1][C:2]1[CH:24]=[CH:23][C:5]([CH2:6][C:7]2[C:15]3[C:10](=[CH:11][CH:12]=[CH:13][CH:14]=3)[N:9]([CH2:16][C:17]([O:19][CH2:20][CH3:21])=[O:18])[C:8]=2[CH3:22])=[CH:4][CH:3]=1.C(N(CC)CC)C.[F:32][C:33]([F:44])([F:43])[C:34]1[CH:42]=[CH:41][C:37]([C:38](Cl)=[O:39])=[CH:36][CH:35]=1, predict the reaction product.